From a dataset of Catalyst prediction with 721,799 reactions and 888 catalyst types from USPTO. Predict which catalyst facilitates the given reaction. (1) Reactant: [CH2:1]([O:8][C:9]([NH:11][CH2:12][CH2:13][CH2:14][C@@H:15]([C:24]([NH:26][C@H:27]1[CH2:31][CH2:30][CH2:29][C@H:28]1[C:32]([O:34][CH2:35][C:36]1[CH:41]=[CH:40][C:39]([O:42][CH3:43])=[CH:38][CH:37]=1)=[O:33])=[O:25])[NH:16]C(OC(C)(C)C)=O)=[O:10])[C:2]1[CH:7]=[CH:6][CH:5]=[CH:4][CH:3]=1.O.C1(C)C=CC(S(O)(=O)=O)=CC=1. Product: [CH2:1]([O:8][C:9]([NH:11][CH2:12][CH2:13][CH2:14][C@@H:15]([C:24]([NH:26][C@H:27]1[CH2:31][CH2:30][CH2:29][C@H:28]1[C:32]([O:34][CH2:35][C:36]1[CH:41]=[CH:40][C:39]([O:42][CH3:43])=[CH:38][CH:37]=1)=[O:33])=[O:25])[NH2:16])=[O:10])[C:2]1[CH:3]=[CH:4][CH:5]=[CH:6][CH:7]=1. The catalyst class is: 5. (2) Reactant: [N:1]1([C:7]([O:9][C:10]([CH3:13])([CH3:12])[CH3:11])=[O:8])[CH2:6][CH2:5][NH:4][CH2:3][CH2:2]1.C(N(C(C)C)CC)(C)C.Cl[C:24]1[N:29]=[CH:28][C:27]([C:30]([O:32][CH2:33][CH3:34])=[O:31])=[CH:26][N:25]=1. Product: [C:10]([O:9][C:7]([N:1]1[CH2:6][CH2:5][N:4]([C:24]2[N:25]=[CH:26][C:27]([C:30]([O:32][CH2:33][CH3:34])=[O:31])=[CH:28][N:29]=2)[CH2:3][CH2:2]1)=[O:8])([CH3:13])([CH3:12])[CH3:11]. The catalyst class is: 4.